From a dataset of Reaction yield outcomes from USPTO patents with 853,638 reactions. Predict the reaction yield, written as a fraction of the theoretical maximum amount of product (1.0 means a 100% yield; for example, 0.34 means a 34% yield). The reactants are O[CH:2]=[C:3]1[C:11]2[C:6](=[CH:7][C:8]([C:12]([C:14]3[CH:15]=[C:16]([NH:20][C:21]([C:23]4[CH:27]=[C:26]([CH2:28][CH3:29])[N:25]([CH3:30])[N:24]=4)=[O:22])[CH:17]=[CH:18][CH:19]=3)=[O:13])=[CH:9][CH:10]=2)[NH:5][C:4]1=[O:31].C1COCC1.[NH2:37][C:38]1[CH:43]=[CH:42][C:41]([CH2:44][CH2:45][C:46]([OH:48])=[O:47])=[CH:40][CH:39]=1. The catalyst is CCOC(C)=O.CCCCCC. The product is [CH2:28]([C:26]1[N:25]([CH3:30])[N:24]=[C:23]([C:21]([NH:20][C:16]2[CH:15]=[C:14]([CH:19]=[CH:18][CH:17]=2)[C:12]([C:8]2[CH:7]=[C:6]3[C:11]([C:3](=[CH:2][NH:37][C:38]4[CH:39]=[CH:40][C:41]([CH2:44][CH2:45][C:46]([OH:48])=[O:47])=[CH:42][CH:43]=4)[C:4](=[O:31])[NH:5]3)=[CH:10][CH:9]=2)=[O:13])=[O:22])[CH:27]=1)[CH3:29]. The yield is 0.410.